This data is from Forward reaction prediction with 1.9M reactions from USPTO patents (1976-2016). The task is: Predict the product of the given reaction. Given the reactants [OH:1][C:2]1[CH:9]=[CH:8][C:5]([CH:6]=[O:7])=[CH:4][CH:3]=1.[C:10]([O:14][C:15](O[C:15]([O:14][C:10]([CH3:13])([CH3:12])[CH3:11])=[O:16])=[O:16])([CH3:13])([CH3:12])[CH3:11].C(=O)([O-])[O-].[K+].[K+], predict the reaction product. The product is: [C:10]([O:14][C:15]([O:1][C:2]1[CH:9]=[CH:8][C:5]([CH:6]=[O:7])=[CH:4][CH:3]=1)=[O:16])([CH3:13])([CH3:12])[CH3:11].